Predict the reactants needed to synthesize the given product. From a dataset of Full USPTO retrosynthesis dataset with 1.9M reactions from patents (1976-2016). (1) Given the product [CH3:1][O:2][P:3]([CH2:7][O:8][S:17]([C:16]([F:29])([F:28])[F:15])(=[O:19])=[O:18])([O:4][CH3:5])=[O:6], predict the reactants needed to synthesize it. The reactants are: [CH3:1][O:2][P:3]([CH2:7][OH:8])(=[O:6])[O:4][CH3:5].N1C=CC=CC=1.[F:15][C:16]([F:29])([F:28])[S:17](O[S:17]([C:16]([F:29])([F:28])[F:15])(=[O:19])=[O:18])(=[O:19])=[O:18]. (2) Given the product [Cl:15][C:16]1[CH:17]=[CH:18][C:19]([CH2:20][N:21]2[C:29]3[C:24](=[CH:25][CH:26]=[CH:27][CH:28]=3)[C:23]([OH:30])([C:2]3[CH:7]=[N:6][C:5]([O:8][CH3:9])=[CH:4][CH:3]=3)[C:22]2=[O:31])=[CH:32][CH:33]=1, predict the reactants needed to synthesize it. The reactants are: Br[C:2]1[CH:3]=[CH:4][C:5]([O:8][CH3:9])=[N:6][CH:7]=1.[Li]C(C)(C)C.[Cl:15][C:16]1[CH:33]=[CH:32][C:19]([CH2:20][N:21]2[C:29]3[C:24](=[CH:25][CH:26]=[CH:27][CH:28]=3)[C:23](=[O:30])[C:22]2=[O:31])=[CH:18][CH:17]=1. (3) Given the product [O:1]1[CH:5]=[CH:4][CH:3]=[C:2]1[CH:6]([OH:7])[CH2:9][NH:10][CH3:13], predict the reactants needed to synthesize it. The reactants are: [O:1]1[CH:5]=[CH:4][CH:3]=[C:2]1[C:6](Br)=[O:7].[CH3:9][NH2:10].[BH4-].[Na+].[CH3:13]O. (4) Given the product [N:1]1([C:14]([O:13][CH2:12][C:9]2[CH:10]=[CH:11][CH:6]=[CH:7][CH:8]=2)=[O:15])[CH2:5][CH:4]=[CH:3][CH2:2]1, predict the reactants needed to synthesize it. The reactants are: [NH:1]1[CH2:5][CH2:4][CH2:3][CH2:2]1.[CH:6]1[CH:11]=[CH:10][C:9]([CH2:12][O:13][C:14](Cl)=[O:15])=[CH:8][CH:7]=1. (5) Given the product [C:1]([NH:5][C:6]1[CH:27]=[C:26]([S:28]([CH3:31])(=[O:30])=[O:29])[CH:25]=[CH:24][C:7]=1[C:8]([NH:10][C:11]1[CH:16]=[CH:15][C:14]([Cl:17])=[C:13]([C:18]2[CH:23]=[CH:22][CH:21]=[CH:20][N:19]=2)[CH:12]=1)=[O:9])(=[O:3])[CH3:2], predict the reactants needed to synthesize it. The reactants are: [C:1](Cl)(=[O:3])[CH3:2].[NH2:5][C:6]1[CH:27]=[C:26]([S:28]([CH3:31])(=[O:30])=[O:29])[CH:25]=[CH:24][C:7]=1[C:8]([NH:10][C:11]1[CH:16]=[CH:15][C:14]([Cl:17])=[C:13]([C:18]2[CH:23]=[CH:22][CH:21]=[CH:20][N:19]=2)[CH:12]=1)=[O:9]. (6) Given the product [Cl:22][C:21]1[C:8]([N:4]2[CH2:5][CH2:6][CH2:7][C@@H:2]([N:1]([CH2:41][CH2:37][CH3:38])[CH2:23][CH2:24][CH3:25])[CH2:3]2)=[C:9]([CH:18]=[CH:19][CH:20]=1)/[CH:10]=[C:11]1/[C:12](=[O:17])[NH:13][C:14](=[O:16])[S:15]/1, predict the reactants needed to synthesize it. The reactants are: [NH2:1][C@@H:2]1[CH2:7][CH2:6][CH2:5][N:4]([C:8]2[C:21]([Cl:22])=[CH:20][CH:19]=[CH:18][C:9]=2/[CH:10]=[C:11]2/[C:12](=[O:17])[NH:13][C:14](=[O:16])[S:15]/2)[CH2:3]1.[CH:23](=O)[CH2:24][CH3:25].C(O[BH-](O[C:37](=O)[CH3:38])OC(=O)C)(=O)C.[Na+].[C:41]([O-])([O-])=O.[K+].[K+]. (7) Given the product [Cl-:28].[C:1]([NH:4][C:5]1[S:18][C:8]2[CH2:9][NH+:10]([CH2:13][C:14]([NH:16][CH3:17])=[O:15])[CH2:11][CH2:12][C:7]=2[C:6]=1[C:19]1[S:20][C:21]2[CH:27]=[CH:26][CH:25]=[CH:24][C:22]=2[N:23]=1)(=[O:3])[CH3:2], predict the reactants needed to synthesize it. The reactants are: [C:1]([NH:4][C:5]1[S:18][C:8]2[CH2:9][N:10]([CH2:13][C:14]([NH:16][CH3:17])=[O:15])[CH2:11][CH2:12][C:7]=2[C:6]=1[C:19]1[S:20][C:21]2[CH:27]=[CH:26][CH:25]=[CH:24][C:22]=2[N:23]=1)(=[O:3])[CH3:2].[ClH:28]. (8) Given the product [Br:1][C:2]1[CH:9]=[CH:8][C:5]([C@@H:6]([CH2:11][C:10]([OH:13])=[O:12])[NH2:14])=[CH:4][CH:3]=1, predict the reactants needed to synthesize it. The reactants are: [Br:1][C:2]1[CH:9]=[CH:8][C:5]([CH:6]=O)=[CH:4][CH:3]=1.[C:10]([O-:13])(=[O:12])[CH3:11].[NH4+:14].C(O)(=O)CC(O)=O. (9) Given the product [Cl:4][C:5]1[N:6]=[CH:7][N:8]([C:10]2[CH:15]=[CH:14][C:13]([NH:16][C:17]3[N:38]=[C:20]4[C@@H:21]([C:27]5[CH:28]=[CH:29][C:30]([O:33][C:34]([F:37])([F:36])[F:35])=[CH:31][CH:32]=5)[CH2:22][C@@:23]([CH3:1])([OH:26])[CH2:24][CH2:25][N:19]4[N:18]=3)=[CH:12][C:11]=2[O:39][CH3:40])[CH:9]=1, predict the reactants needed to synthesize it. The reactants are: [CH3:1][Mg]Br.[Cl:4][C:5]1[N:6]=[CH:7][N:8]([C:10]2[CH:15]=[CH:14][C:13]([NH:16][C:17]3[N:38]=[C:20]4[CH:21]([C:27]5[CH:32]=[CH:31][C:30]([O:33][C:34]([F:37])([F:36])[F:35])=[CH:29][CH:28]=5)[CH2:22][C:23](=[O:26])[CH2:24][CH2:25][N:19]4[N:18]=3)=[CH:12][C:11]=2[O:39][CH3:40])[CH:9]=1.